The task is: Predict the reactants needed to synthesize the given product.. This data is from Full USPTO retrosynthesis dataset with 1.9M reactions from patents (1976-2016). (1) Given the product [Br:1][C:2]1[CH:3]=[CH:4][C:5]([CH3:16])=[C:6]([C:8]2[C:9]([O:15][C@H:20]([CH2:19][CH:18]=[CH2:17])[CH3:21])=[CH:10][CH:11]=[CH:12][C:13]=2[Cl:14])[CH:7]=1, predict the reactants needed to synthesize it. The reactants are: [Br:1][C:2]1[CH:3]=[CH:4][C:5]([CH3:16])=[C:6]([C:8]2[C:9]([OH:15])=[CH:10][CH:11]=[CH:12][C:13]=2[Cl:14])[CH:7]=1.[CH3:17][C@@H:18](O)[CH2:19][CH:20]=[CH2:21].C1C=CC(P(C2C=CC=CC=2)C2C=CC=CC=2)=CC=1.CCOC(/N=N/C(OCC)=O)=O. (2) The reactants are: Br[C:2]1[CH:3]=[C:4]([O:8][CH3:9])[CH:5]=[CH:6][CH:7]=1.[F:10][C:11]1[CH:16]=[CH:15][C:14]([CH:17]=[O:18])=[CH:13][C:12]=1B(O)O. Given the product [F:10][C:11]1[C:16]([C:2]2[CH:7]=[CH:6][CH:5]=[C:4]([O:8][CH3:9])[CH:3]=2)=[CH:15][C:14]([CH:17]=[O:18])=[CH:13][CH:12]=1, predict the reactants needed to synthesize it. (3) Given the product [F:1][C:2]1[CH:3]=[C:4]([CH:8]=[CH:9][C:10]=1[C:11]([F:14])([F:13])[F:12])[C:5]([NH:21][C:22]([CH3:26])([CH3:25])[CH2:23][OH:24])=[O:7], predict the reactants needed to synthesize it. The reactants are: [F:1][C:2]1[CH:3]=[C:4]([CH:8]=[CH:9][C:10]=1[C:11]([F:14])([F:13])[F:12])[C:5]([OH:7])=O.C(Cl)(=O)C(Cl)=O.[NH2:21][C:22]([CH3:26])([CH3:25])[CH2:23][OH:24]. (4) Given the product [OH:1][CH2:2][CH:3]1[C:15]2[CH:14]=[C:13]([NH2:16])[CH:12]=[CH:11][C:10]=2[C:9]2[C:4]1=[CH:5][CH:6]=[CH:7][CH:8]=2, predict the reactants needed to synthesize it. The reactants are: [OH:1][CH2:2][CH:3]1[C:15]2[CH:14]=[C:13]([NH:16]C(OC(C)(C)C)=O)[CH:12]=[CH:11][C:10]=2[C:9]2[C:4]1=[CH:5][CH:6]=[CH:7][CH:8]=2.Cl. (5) Given the product [CH:1]1([CH2:4][N:6]2[CH2:7][CH2:8][CH:9]([C:10]([OH:12])=[O:11])[CH2:15][CH2:16]2)[CH2:3][CH2:2]1, predict the reactants needed to synthesize it. The reactants are: [CH:1]1([CH:4]=O)[CH2:3][CH2:2]1.[NH:6]1[CH2:16][CH2:15][CH:9]([C:10]([O:12]CC)=[O:11])[CH2:8][CH2:7]1. (6) Given the product [CH2:1]([S:3]([C:6]1[CH:7]=[CH:8][C:9]([CH2:12][NH:13][C:63]([C:59]2[CH:60]=[C:61]3[C:56](=[CH:57][CH:58]=2)[CH:55]([CH:66]([CH3:68])[CH3:67])[N:54]([C:52]([O:51][C:47]([CH3:49])([CH3:48])[CH3:50])=[O:53])[CH2:62]3)=[O:64])=[N:10][CH:11]=1)(=[O:4])=[O:5])[CH3:2], predict the reactants needed to synthesize it. The reactants are: [CH2:1]([S:3]([C:6]1[CH:7]=[CH:8][C:9]([CH2:12][NH2:13])=[N:10][CH:11]=1)(=[O:5])=[O:4])[CH3:2].CCN(C(C)C)C(C)C.CN(C(ON1N=NC2C=CC=NC1=2)=[N+](C)C)C.F[P-](F)(F)(F)(F)F.[C:47]([O:51][C:52]([N:54]1[CH2:62][C:61]2[C:56](=[CH:57][CH:58]=[C:59]([C:63](O)=[O:64])[CH:60]=2)[CH:55]1[CH:66]([CH3:68])[CH3:67])=[O:53])([CH3:50])([CH3:49])[CH3:48]. (7) Given the product [CH:1]1([CH:4]([C:11]2[CH:16]=[CH:15][N:14]=[C:13]([O:17][CH2:18][C:19]3[CH:20]=[N:21][C:22]([C:30]4[CH:35]=[C:34]([O:36][CH3:37])[CH:33]=[CH:32][C:31]=4[F:38])=[C:23]([CH2:25][C:26]([CH3:29])([CH3:27])[CH3:28])[CH:24]=3)[CH:12]=2)[CH2:5][C:6]([OH:8])=[O:7])[CH2:2][CH2:3]1, predict the reactants needed to synthesize it. The reactants are: [CH:1]1([CH:4]([C:11]2[CH:16]=[CH:15][N:14]=[C:13]([O:17][CH2:18][C:19]3[CH:20]=[N:21][C:22]([C:30]4[CH:35]=[C:34]([O:36][CH3:37])[CH:33]=[CH:32][C:31]=4[F:38])=[C:23]([CH2:25][C:26]([CH3:29])([CH3:28])[CH3:27])[CH:24]=3)[CH:12]=2)[CH2:5][C:6]([O:8]CC)=[O:7])[CH2:3][CH2:2]1.[OH-].[Na+]. (8) Given the product [CH2:15]=[C:11]1[C:12]2[C:7](=[CH:6][CH:5]=[C:4]([N+:1]([O-:3])=[O:2])[CH:13]=2)[CH2:8][CH2:9][CH2:10]1, predict the reactants needed to synthesize it. The reactants are: [N+:1]([C:4]1[CH:13]=[C:12]2[C:7]([CH2:8][CH2:9][CH2:10][C:11]2=O)=[CH:6][CH:5]=1)([O-:3])=[O:2].[CH2:15]([Li])CCC. (9) Given the product [Cl:1][C:2]1[C:7]([C:8]([F:10])([F:9])[F:11])=[CH:6][N:5]=[C:4]([NH:12][C:13]2[CH:21]=[CH:20][C:16]([C:17]([NH:28][CH:29]3[CH2:34][CH2:33][N:32]([CH3:35])[CH2:31][CH2:30]3)=[O:19])=[CH:15][C:14]=2[O:22][CH3:23])[N:3]=1, predict the reactants needed to synthesize it. The reactants are: [Cl:1][C:2]1[C:7]([C:8]([F:11])([F:10])[F:9])=[CH:6][N:5]=[C:4]([NH:12][C:13]2[CH:21]=[CH:20][C:16]([C:17]([OH:19])=O)=[CH:15][C:14]=2[O:22][CH3:23])[N:3]=1.S(Cl)(Cl)=O.[NH2:28][CH:29]1[CH2:34][CH2:33][N:32]([CH3:35])[CH2:31][CH2:30]1.C(N(C(C)C)CC)(C)C. (10) Given the product [F:11][C:10]([F:12])([F:13])[C:9]1[CH:8]=[CH:7][CH:6]=[C:5]([NH2:14])[C:4]=1[NH2:1], predict the reactants needed to synthesize it. The reactants are: [N+:1]([C:4]1[C:9]([C:10]([F:13])([F:12])[F:11])=[CH:8][CH:7]=[CH:6][C:5]=1[NH2:14])([O-])=O.[H][H].